This data is from Reaction yield outcomes from USPTO patents with 853,638 reactions. The task is: Predict the reaction yield, written as a fraction of the theoretical maximum amount of product (1.0 means a 100% yield; for example, 0.34 means a 34% yield). (1) The reactants are F[C:2]1[CH:3]=[CH:4][C:5]([N+:21]([O-:23])=[O:22])=[C:6]([N:8]2[CH2:13][CH2:12][N:11](C(OC(C)(C)C)=O)[CH2:10][CH2:9]2)[CH:7]=1.[Cl:24][C:25]1[CH:26]=[C:27]([CH:30]=[CH:31][CH:32]=1)[CH2:28][NH2:29].C(N(CC)C(C)C)(C)C. The catalyst is C(#N)C. The product is [ClH:24].[Cl:24][C:25]1[CH:26]=[C:27]([CH:30]=[CH:31][CH:32]=1)[CH2:28][NH:29][C:2]1[CH:3]=[CH:4][C:5]([N+:21]([O-:23])=[O:22])=[C:6]([N:8]2[CH2:9][CH2:10][NH:11][CH2:12][CH2:13]2)[CH:7]=1. The yield is 0.480. (2) The reactants are [Cl:1][C:2]1[C:7]([CH3:8])=[CH:6][N:5]=[C:4]([C:9]([OH:11])=O)[CH:3]=1.[CH:12]1([N:15]2[CH:19]=[N:18][N:17]=[C:16]2[C:20]2[N:25]=[C:24]([NH2:26])[CH:23]=[CH:22][CH:21]=2)[CH2:14][CH2:13]1.F[P-](F)(F)(F)(F)F.N1(OC(N(C)C)=[N+](C)C)C2N=CC=CC=2N=N1.CN1CCOCC1. The catalyst is CN(C)C=O. The product is [Cl:1][C:2]1[C:7]([CH3:8])=[CH:6][N:5]=[C:4]([C:9]([NH:26][C:24]2[CH:23]=[CH:22][CH:21]=[C:20]([C:16]3[N:15]([CH:12]4[CH2:14][CH2:13]4)[CH:19]=[N:18][N:17]=3)[N:25]=2)=[O:11])[CH:3]=1. The yield is 0.470.